Dataset: Full USPTO retrosynthesis dataset with 1.9M reactions from patents (1976-2016). Task: Predict the reactants needed to synthesize the given product. (1) Given the product [F:1][C:2]1[CH:7]=[CH:6][CH:5]=[CH:4][C:3]=1[N:8]1[C:27](=[O:28])[C:11]2=[CH:12][N:13]([CH2:20][CH:21]3[CH2:22][CH2:23][N:24]([C:38]([NH:37][CH3:36])=[O:39])[CH2:25][CH2:26]3)[C:14]3[CH:15]=[CH:16][CH:17]=[CH:18][C:19]=3[C:10]2=[N:9]1, predict the reactants needed to synthesize it. The reactants are: [F:1][C:2]1[CH:7]=[CH:6][CH:5]=[CH:4][C:3]=1[N:8]1[C:27](=[O:28])[C:11]2=[CH:12][N:13]([CH2:20][CH:21]3[CH2:26][CH2:25][NH:24][CH2:23][CH2:22]3)[C:14]3[CH:15]=[CH:16][CH:17]=[CH:18][C:19]=3[C:10]2=[N:9]1.C(N(CC)CC)C.[CH3:36][N:37]=[C:38]=[O:39]. (2) Given the product [NH:20]1[C:21]2[C:26](=[CH:25][CH:24]=[CH:23][CH:22]=2)[C:18]([C:16]2[NH:15][C:12]3[C:11]([N:17]=2)=[CH:10][C:9]2[C:8]([CH3:28])([CH3:27])[C:7](=[O:29])[N:6]([CH2:5][C:4]([NH2:31])=[O:3])[C:14]=2[CH:13]=3)=[N:19]1, predict the reactants needed to synthesize it. The reactants are: C([O:3][C:4](=O)[CH2:5][N:6]1[C:14]2[CH:13]=[C:12]3[NH:15][C:16]([C:18]4[C:26]5[C:21](=[CH:22][CH:23]=[CH:24][CH:25]=5)[NH:20][N:19]=4)=[N:17][C:11]3=[CH:10][C:9]=2[C:8]([CH3:28])([CH3:27])[C:7]1=[O:29])C.[NH3:31]. (3) Given the product [C:4]([C:6]1[C:7]([S:18][CH3:19])=[N:8][C:9]([OH:17])=[C:10]([CH:16]=1)[C:11]([OH:13])=[O:12])#[N:5], predict the reactants needed to synthesize it. The reactants are: O.[OH-].[Li+].[C:4]([C:6]1[C:7]([S:18][CH3:19])=[N:8][C:9]([OH:17])=[C:10]([CH:16]=1)[C:11]([O:13]CC)=[O:12])#[N:5]. (4) Given the product [NH2:14][C:12]1[S:13][C:4]2[CH:5]=[C:6]([C:8]#[N:9])[CH:7]=[C:2]([Br:1])[C:3]=2[N:11]=1, predict the reactants needed to synthesize it. The reactants are: [Br:1][C:2]1[CH:7]=[C:6]([C:8]#[N:9])[CH:5]=[C:4](Br)[C:3]=1[NH:11][C:12]([NH2:14])=[S:13].N1C2C(=CC=C3C=2N=CC=C3)C=CC=1.C([O-])([O-])=O.[Cs+].[Cs+].O. (5) Given the product [Br:1][C:2]1[CH:7]=[C:6]2[C:5]([CH:13]=[C:10]([C:12]3[CH:21]=[CH:22][C:17]([C:15]#[N:16])=[CH:18][CH:19]=3)[N:9]=[CH:8]2)=[CH:4][CH:3]=1, predict the reactants needed to synthesize it. The reactants are: [Br:1][C:2]1[CH:3]=[CH:4][C:5](I)=[C:6](/[CH:8]=[N:9]/[C:10]([CH3:13])([CH3:12])C)[CH:7]=1.[C:15]([C:17]1[CH:22]=[CH:21]C(C#C)=[CH:19][CH:18]=1)#[N:16].C(NC(C)C)(C)C. (6) Given the product [OH:14][C@H:3]1[C@H:4]([O:26][C:23]2[C:22]3[CH:27]=[C:18]([O:17][CH3:16])[CH:19]=[CH:20][C:21]=3[O:25][N:24]=2)[C:5]2[C:10](=[CH:9][CH:8]=[C:7]([C:12]#[N:13])[CH:6]=2)[O:11][C:2]1([CH3:15])[CH3:1], predict the reactants needed to synthesize it. The reactants are: [CH3:1][C:2]1([CH3:15])[O:11][C:10]2[C:5](=[CH:6][C:7]([C:12]#[N:13])=[CH:8][CH:9]=2)[C@@H:4]2[O:14][C@H:3]12.[CH3:16][O:17][C:18]1[CH:19]=[CH:20][C:21]2[O:25][NH:24][C:23](=[O:26])[C:22]=2[CH:27]=1. (7) Given the product [Cl:1][C:2]1[N:7]=[C:6]([CH2:8][O:9][C:10]2[CH:11]=[C:12]([O:24][C:25]3[CH:30]=[CH:29][C:28]([S:31]([CH3:34])(=[O:32])=[O:33])=[CH:27][CH:26]=3)[CH:13]=[C:14]3[C:18]=2[NH:17][C:16]([C:19]([OH:21])=[O:20])=[CH:15]3)[CH:5]=[CH:4][CH:3]=1, predict the reactants needed to synthesize it. The reactants are: [Cl:1][C:2]1[N:7]=[C:6]([CH2:8][O:9][C:10]2[CH:11]=[C:12]([O:24][C:25]3[CH:30]=[CH:29][C:28]([S:31]([CH3:34])(=[O:33])=[O:32])=[CH:27][CH:26]=3)[CH:13]=[C:14]3[C:18]=2[NH:17][C:16]([C:19]([O:21]CC)=[O:20])=[CH:15]3)[CH:5]=[CH:4][CH:3]=1. (8) Given the product [C:1]1([NH:7][C:8]([C:10]2[NH:11][C:12]3[C:17]([C:18]=2[C:19]2[CH:20]=[CH:21][CH:22]=[CH:23][CH:24]=2)=[CH:16][C:15]([NH:25][S:35]([C:32]2[CH:31]=[CH:30][C:29]([O:28][C:27]([F:26])([F:39])[F:40])=[CH:34][CH:33]=2)(=[O:37])=[O:36])=[CH:14][CH:13]=3)=[O:9])[CH:6]=[CH:5][CH:4]=[CH:3][CH:2]=1, predict the reactants needed to synthesize it. The reactants are: [C:1]1([NH:7][C:8]([C:10]2[NH:11][C:12]3[C:17]([C:18]=2[C:19]2[CH:24]=[CH:23][CH:22]=[CH:21][CH:20]=2)=[CH:16][C:15]([NH2:25])=[CH:14][CH:13]=3)=[O:9])[CH:6]=[CH:5][CH:4]=[CH:3][CH:2]=1.[F:26][C:27]([F:40])([F:39])[O:28][C:29]1[CH:34]=[CH:33][C:32]([S:35](Cl)(=[O:37])=[O:36])=[CH:31][CH:30]=1. (9) Given the product [CH2:8]([O:15][C:16]([NH:18][C@H:19]1[CH2:24][CH2:23][N:22]([C:25]2[CH:36]=[CH:37][C:38]([N+:45]([O-:47])=[O:46])=[C:39]([CH:44]=2)[C:40]([O:42][CH3:43])=[O:41])[CH2:21][C@H:20]1[O:32][CH3:33])=[O:17])[C:9]1[CH:10]=[CH:11][CH:12]=[CH:13][CH:14]=1, predict the reactants needed to synthesize it. The reactants are: Cl.C(OCC)(=O)C.[CH2:8]([O:15][C:16]([NH:18][C@H:19]1[CH2:24][CH2:23][N:22]([C:25](OC(C)(C)C)=O)[CH2:21][C@H:20]1[O:32][CH3:33])=[O:17])[C:9]1[CH:14]=[CH:13][CH:12]=[CH:11][CH:10]=1.ClC1[CH:36]=[CH:37][C:38]([N+:45]([O-:47])=[O:46])=[C:39]([CH:44]=1)[C:40]([O:42][CH3:43])=[O:41].C(=O)([O-])[O-].[K+].[K+].